This data is from Forward reaction prediction with 1.9M reactions from USPTO patents (1976-2016). The task is: Predict the product of the given reaction. (1) Given the reactants [NH2:1][CH:2]1[CH2:7][CH2:6][N:5]([C:8]2[C:9]3[CH:31]=[C:30]([Cl:32])[CH:29]=[CH:28][C:10]=3[N:11]([CH3:27])[C:12](=[O:26])[CH:13]([CH2:15][C:16]3[CH:25]=[CH:24][C:23]4[C:18](=[CH:19][CH:20]=[CH:21][CH:22]=4)[CH:17]=3)[N:14]=2)[CH2:4][CH2:3]1.C(N(CC)CC)C.[C:40](Cl)(=[O:47])[C:41]1[CH:46]=[CH:45][CH:44]=[CH:43][CH:42]=1, predict the reaction product. The product is: [Cl:32][C:30]1[CH:29]=[CH:28][C:10]2[N:11]([CH3:27])[C:12](=[O:26])[CH:13]([CH2:15][C:16]3[CH:25]=[CH:24][C:23]4[C:18](=[CH:19][CH:20]=[CH:21][CH:22]=4)[CH:17]=3)[N:14]=[C:8]([N:5]3[CH2:4][CH2:3][CH:2]([NH:1][C:40](=[O:47])[C:41]4[CH:46]=[CH:45][CH:44]=[CH:43][CH:42]=4)[CH2:7][CH2:6]3)[C:9]=2[CH:31]=1. (2) Given the reactants [CH3:1][O:2][CH2:3][CH2:4][O:5][C:6]1[CH:11]=[CH:10][C:9]2[C:12]3([CH2:22][O:23][C:8]=2[CH:7]=1)[C:20]1[C:15](=[CH:16][CH:17]=[CH:18][CH:19]=1)[NH:14][C:13]3=[O:21].[NH:24]1[C:32]2[C:27](=CC=C[CH:31]=2)[C:26]2(COC3C=C4C(=[CH:43][C:33]2=3)CCO4)C1=O.Br.BrCC1C=CC=CN=1.ClCC1C=NC(OC)=NC=1, predict the reaction product. The product is: [CH3:1][O:2][CH2:3][CH2:4][O:5][C:6]1[CH:11]=[CH:10][C:9]2[C:12]3([CH2:22][O:23][C:8]=2[CH:7]=1)[C:20]1[C:15](=[CH:16][CH:17]=[CH:18][CH:19]=1)[N:14]([CH2:31][C:32]1[CH:27]=[CH:26][CH:33]=[CH:43][N:24]=1)[C:13]3=[O:21].